Dataset: CYP1A2 inhibition data for predicting drug metabolism from PubChem BioAssay. Task: Regression/Classification. Given a drug SMILES string, predict its absorption, distribution, metabolism, or excretion properties. Task type varies by dataset: regression for continuous measurements (e.g., permeability, clearance, half-life) or binary classification for categorical outcomes (e.g., BBB penetration, CYP inhibition). Dataset: cyp1a2_veith. (1) The molecule is Cc1ccc(SCc2ccc(C(=O)Nc3cc([N+](=O)[O-])ccc3C)cc2)cc1. The result is 0 (non-inhibitor). (2) The drug is Cc1ccccc1-n1c(O)c(C=Nc2ccc(N(C)C)cc2)c(=O)[nH]c1=O. The result is 1 (inhibitor). (3) The compound is Cc1cc2c(SCc3ccccc3Cl)nc(N)nc2nc1C. The result is 1 (inhibitor).